This data is from Catalyst prediction with 721,799 reactions and 888 catalyst types from USPTO. The task is: Predict which catalyst facilitates the given reaction. Reactant: Cl[CH2:2][CH2:3][CH2:4][C:5](=[CH:17][C:18]1[CH:23]=[CH:22][CH:21]=[CH:20][CH:19]=1)[C:6]([NH:8][NH:9][C:10]([O:12][C:13]([CH3:16])([CH3:15])[CH3:14])=[O:11])=[O:7].[H][H]. Product: [CH2:17]([CH:5]1[CH2:4][CH2:3][CH2:2][N:8]([NH:9][C:10](=[O:11])[O:12][C:13]([CH3:16])([CH3:15])[CH3:14])[C:6]1=[O:7])[C:18]1[CH:23]=[CH:22][CH:21]=[CH:20][CH:19]=1. The catalyst class is: 178.